From a dataset of Experimentally validated miRNA-target interactions with 360,000+ pairs, plus equal number of negative samples. Binary Classification. Given a miRNA mature sequence and a target amino acid sequence, predict their likelihood of interaction. (1) The miRNA is hsa-miR-4649-3p with sequence UCUGAGGCCUGCCUCUCCCCA. The protein sequence of the target gene is MGVCADLGSHRWCRALSTQHNTEKSKEQQQQSQPLEIPEQRASKCRGDIDRTTTTTIPASKTLTASPAKTAAFTVKTTRRRRSRRRAEGSSICVPIRRGQGSTPTPTIQVLQFVLVSLLALLAKNAQAHNIPEDAVHITAILGEGVIFNCHVEFPNDHPVPYVLQWDKKVSETGSDLPIYIWYESYPEHIEEGYKGRVSRVSQDSPFGSASLNLTNIRESDQGWYECKVVFLNRDPKQHKNGTWFHLDVHAPPRFSVTPEDIIYVNLGDSIILNCQADGTPTPEILWYKDANPVDPSPTV.... Result: 0 (no interaction). (2) The miRNA is mmu-miR-582-3p with sequence UAACCUGUUGAACAACUGAAC. The protein sequence of the target gene is MLMPKKNRIAIYELLFKEGVMVAKKDVHMPKHPELADKNVPNLHVMKAMQSLKSRGYVKEQFAWRHFYWYLTNEGIQYLRDYLHLPPEIVPATLRRSRPETGRPRPKGLEGERPARLTRGEADRDTYRRSAVPPGADKKAEAGAGSATEFQFRGGFGRGRGQPPQ. Result: 0 (no interaction). (3) The miRNA is hsa-miR-100-5p with sequence AACCCGUAGAUCCGAACUUGUG. The protein sequence of the target gene is MSRQVVRSSKFRHVFGQPAKADQCYEDVRVSQTTWDSGFCAVNPKFMALICEASGGGAFLVLPLGKTGRVDKNVPLVCGHTAPVLDIAWCPHNDNVIASGSEDCTVMVWEIPDGGLVLPLREPVITLEGHTKRVGIVAWHPTAQNVLLSAGCDNVILVWDVGTGAAVLTLGPDVHPDTIYSVDWSRDGALICTSCRDKRVRVIEPRKGTVVAEKDRPHEGTRPVHAVFVSEGKILTTGFSRMSERQVALWDTKHLEEPLSLQELDTSSGVLLPFFDPDTNIVYLCGKGDSSIRYFEITSE.... Result: 0 (no interaction). (4) The miRNA is hsa-miR-548av-5p with sequence AAAAGUACUUGCGGAUUU. The protein sequence of the target gene is MAAAAPRRPTQQGTVTFEDVAVNFSQEEWCLLSEAQRCLYRDVMLENLALISSLGCWCGSKDEEAPCKQRISVQRESQSRTPRAGVSPKKAHPCEMCGLILEDVFHFADHQETHHKQKLNRSGACGKNLDDTAYLHQHQKQHIGEKFYRKSVREASFVKKRKLRVSQEPFVFREFGKDVLPSSGLCQEAAAVEKTDSETMHGPPFQEGKTNYSCGKRTKAFSTKHSVIPHQKLFTRDGCYVCSDCGKSFSRYVSFSNHQRDHTAKGPYDCGECGKSYSRKSSLIQHQRVHTGKTAYPCEE.... Result: 0 (no interaction).